This data is from Catalyst prediction with 721,799 reactions and 888 catalyst types from USPTO. The task is: Predict which catalyst facilitates the given reaction. (1) Reactant: [NH:1]1[C:5]2[CH:6]=[CH:7][CH:8]=[CH:9][C:4]=2[N:3]=[C:2]1[C:10]1[C:11]([NH:15][CH2:16][CH2:17][C:18]#[N:19])=[N:12][O:13][N:14]=1.C(=O)([O-])[O-].[K+].[K+].[Cl:26][C:27]1[CH:36]=[CH:35][C:30]([C:31](=[O:34])[CH2:32]Br)=[CH:29][CH:28]=1. Product: [Cl:26][C:27]1[CH:36]=[CH:35][C:30]([C:31](=[O:34])[CH2:32][N:3]2[C:4]3[CH:9]=[CH:8][CH:7]=[CH:6][C:5]=3[N:1]=[C:2]2[C:10]2[C:11]([NH:15][CH2:16][CH2:17][C:18]#[N:19])=[N:12][O:13][N:14]=2)=[CH:29][CH:28]=1. The catalyst class is: 39. (2) Reactant: [Cl:1][C:2]1[CH:10]=[CH:9][C:8]([N:11]2[CH:15]=[N:14][CH:13]=[N:12]2)=[CH:7][C:3]=1[C:4]([NH2:6])=[O:5].[CH3:16][N:17]1[CH2:22][CH2:21][N:20]([CH2:23][CH2:24][CH2:25][S:26]([C:29]2[CH:48]=[CH:47][C:32]3[N:33]=[C:34]([NH:36][C:37](=O)[O:38]C4C=CC(F)=CC=4)[S:35][C:31]=3[CH:30]=2)(=[O:28])=[O:27])[CH2:19][CH2:18]1.CC(C)([O-])C.[K+]. Product: [Cl:1][C:2]1[CH:10]=[CH:9][C:8]([N:11]2[CH:15]=[N:14][CH:13]=[N:12]2)=[CH:7][C:3]=1[C:4]([NH:6][C:37](=[O:38])[NH:36][C:34]1[S:35][C:31]2[CH:30]=[C:29]([S:26]([CH2:25][CH2:24][CH2:23][N:20]3[CH2:21][CH2:22][N:17]([CH3:16])[CH2:18][CH2:19]3)(=[O:28])=[O:27])[CH:48]=[CH:47][C:32]=2[N:33]=1)=[O:5]. The catalyst class is: 295. (3) Reactant: [NH2:1][C:2]1[CH:3]=[CH:4][C:5]([O:13][CH:14]([C:21]2[CH:26]=[CH:25][CH:24]=[CH:23][CH:22]=2)[C:15]2[CH:20]=[CH:19][CH:18]=[CH:17][CH:16]=2)=[C:6]([C:8](=[O:12])[CH:9]([CH3:11])[CH3:10])[CH:7]=1.C(N(C(C)C)CC)(C)C.C1C(=O)N(OC(ON2C(=O)CCC2=O)=O)[C:38](=[O:39])C1.[NH2:54][C:55]1[CH:56]=[CH:57][C:58]([O:66][CH3:67])=[C:59]([NH:61][S:62]([CH3:65])(=[O:64])=[O:63])[CH:60]=1. Product: [CH:14]([O:13][C:5]1[CH:4]=[CH:3][C:2]([NH:1][C:38]([NH:54][C:55]2[CH:56]=[CH:57][C:58]([O:66][CH3:67])=[C:59]([NH:61][S:62]([CH3:65])(=[O:64])=[O:63])[CH:60]=2)=[O:39])=[CH:7][C:6]=1[C:8](=[O:12])[CH:9]([CH3:10])[CH3:11])([C:15]1[CH:16]=[CH:17][CH:18]=[CH:19][CH:20]=1)[C:21]1[CH:22]=[CH:23][CH:24]=[CH:25][CH:26]=1. The catalyst class is: 47.